From a dataset of NCI-60 drug combinations with 297,098 pairs across 59 cell lines. Regression. Given two drug SMILES strings and cell line genomic features, predict the synergy score measuring deviation from expected non-interaction effect. Drug 1: C1=CN(C(=O)N=C1N)C2C(C(C(O2)CO)O)O.Cl. Drug 2: CC1=C(C(=O)C2=C(C1=O)N3CC4C(C3(C2COC(=O)N)OC)N4)N. Cell line: OVCAR-4. Synergy scores: CSS=11.9, Synergy_ZIP=-5.75, Synergy_Bliss=-4.46, Synergy_Loewe=-1.97, Synergy_HSA=-0.874.